This data is from Catalyst prediction with 721,799 reactions and 888 catalyst types from USPTO. The task is: Predict which catalyst facilitates the given reaction. (1) Product: [OH:15][CH2:14][C:13]1[C:8]([N:5]2[CH2:6][CH2:7][N:2]([CH3:1])[CH2:3][C@@H:4]2[C:16]2[CH:21]=[CH:20][CH:19]=[CH:18][CH:17]=2)=[N:9][CH:10]=[CH:11][CH:12]=1. The catalyst class is: 24. Reactant: [CH3:1][N:2]1[CH2:7][CH2:6][N:5]([C:8]2[C:13]([CH:14]=[O:15])=[CH:12][CH:11]=[CH:10][N:9]=2)[C@@H:4]([C:16]2[CH:21]=[CH:20][CH:19]=[CH:18][CH:17]=2)[CH2:3]1.[BH4-].[Na+].Cl.C(=O)(O)[O-].[Na+]. (2) Reactant: [C:1]([NH:18][CH2:19][CH2:20][C:21](O)=[O:22])([O:3][CH2:4][CH:5]1[C:17]2[C:12](=[CH:13][CH:14]=[CH:15][CH:16]=2)[C:11]2[C:6]1=[CH:7][CH:8]=[CH:9][CH:10]=2)=[O:2].CN(C(ON1N=NC2C=CC=NC1=2)=[N+](C)C)C.F[P-](F)(F)(F)(F)F.C(N(C(C)C)CC)(C)C.[NH2:57][C:58]1[C:59]([NH:76][CH:77]2[CH2:82][CH2:81][N:80]([CH2:83][CH2:84][C:85]#[N:86])[CH2:79][CH2:78]2)=[C:60]2[CH:66]=[CH:65][N:64]([S:67]([C:70]3[CH:75]=[CH:74][CH:73]=[CH:72][CH:71]=3)(=[O:69])=[O:68])[C:61]2=[N:62][CH:63]=1. Product: [CH:7]1[C:6]2[CH:5]([CH2:4][O:3][C:1](=[O:2])[NH:18][CH2:19][CH2:20][C:21](=[O:22])[NH:57][C:58]3[C:59]([NH:76][CH:77]4[CH2:78][CH2:79][N:80]([CH2:83][CH2:84][C:85]#[N:86])[CH2:81][CH2:82]4)=[C:60]4[CH:66]=[CH:65][N:64]([S:67]([C:70]5[CH:71]=[CH:72][CH:73]=[CH:74][CH:75]=5)(=[O:69])=[O:68])[C:61]4=[N:62][CH:63]=3)[C:17]3[C:12](=[CH:13][CH:14]=[CH:15][CH:16]=3)[C:11]=2[CH:10]=[CH:9][CH:8]=1. The catalyst class is: 3.